From a dataset of Full USPTO retrosynthesis dataset with 1.9M reactions from patents (1976-2016). Predict the reactants needed to synthesize the given product. Given the product [C:1]([O:5][CH:6]([C:10]1[CH:15]=[CH:14][CH:13]=[C:12]([CH2:16][O:17][CH3:31])[C:11]=1[C:18]1[CH:19]=[CH:20][C:21]2[O:26][CH2:25][CH2:24][CH2:23][C:22]=2[CH:27]=1)[C:7]([OH:9])=[O:8])([CH3:4])([CH3:2])[CH3:3], predict the reactants needed to synthesize it. The reactants are: [C:1]([O:5][CH:6]([C:10]1[CH:15]=[CH:14][CH:13]=[C:12]([CH2:16][OH:17])[C:11]=1[C:18]1[CH:19]=[CH:20][C:21]2[O:26][CH2:25][CH2:24][CH2:23][C:22]=2[CH:27]=1)[C:7]([OH:9])=[O:8])([CH3:4])([CH3:3])[CH3:2].[H-].[Na+].I[CH3:31].[Cl-].[NH4+].